This data is from Full USPTO retrosynthesis dataset with 1.9M reactions from patents (1976-2016). The task is: Predict the reactants needed to synthesize the given product. Given the product [CH2:13]([OH:68])[C@H:14]1[O:19][C@H:18]([O:4][C:3]2[C:2](=[O:1])[O:8][C@H:7]([C@@H:9]([OH:10])[CH2:11][OH:12])[C:5]=2[OH:6])[C@H:17]([OH:65])[C@@H:16]([OH:66])[C@@H:15]1[OH:67], predict the reactants needed to synthesize it. The reactants are: [O:1]=[C:2]1[O:8][C@H:7]([C@H:9]([CH2:11][OH:12])[OH:10])[C:5]([OH:6])=[C:3]1[OH:4].[CH2:13]([OH:68])[C@H:14]1[O:19][C@H:18]([O:67][C@H:15]2[C@H:16]([OH:66])[C@@H:17]([OH:65])[C@@H:18]([O:67][C@H:15]3[C@H:16]([OH:66])[C@@H:17]([OH:65])[C@@H:18]([O:67][C@H:15]4[C@H:16]([OH:66])[C@@H:17]([OH:65])[C@@H:18]([O:67][C@H:15]5[C@H:16]([OH:66])[C@@H:17]([OH:65])[C@@H:18](O)[O:19][C@@H:14]5[CH2:13][OH:68])[O:19][C@@H:14]4[CH2:13][OH:68])[O:19][C@@H:14]3[CH2:13][OH:68])[O:19][C@@H:14]2[CH2:13][OH:68])[C@H:17]([OH:65])[C@@H:16]([OH:66])[C@@H:15]1[OH:67].[Cl-].[Ca+2].[Cl-].C([O-])(=O)C.[Na+].P([O-])([O-])([O-])=O.[Na+].[Na+].[Na+].C(O)C(N)(CO)CO.Cl.